This data is from Full USPTO retrosynthesis dataset with 1.9M reactions from patents (1976-2016). The task is: Predict the reactants needed to synthesize the given product. (1) Given the product [N:18]1([CH2:17][CH2:16][O:1][C:2]2[CH:3]=[C:4]([C:8](=[O:13])[CH2:9][CH2:10][CH2:11][CH3:12])[CH:5]=[CH:6][CH:7]=2)[CH2:23][CH2:22][CH2:21][CH2:20][CH2:19]1, predict the reactants needed to synthesize it. The reactants are: [OH:1][C:2]1[CH:3]=[C:4]([C:8](=[O:13])[CH2:9][CH2:10][CH2:11][CH3:12])[CH:5]=[CH:6][CH:7]=1.Cl.Cl[CH2:16][CH2:17][N:18]1[CH2:23][CH2:22][CH2:21][CH2:20][CH2:19]1. (2) Given the product [Si:5]([O:4][CH2:1][CH2:2][CH2:3][C:13]1[N:18]=[C:17]([NH2:19])[N:16]=[C:15]([NH:20][C:21]2[CH:22]=[CH:23][C:24]([O:27][C:28]3[CH:33]=[CH:32][N:31]=[C:30]([C:34]([F:36])([F:37])[F:35])[CH:29]=3)=[CH:25][CH:26]=2)[CH:14]=1)([C:8]([CH3:11])([CH3:10])[CH3:9])([CH3:6])[CH3:7], predict the reactants needed to synthesize it. The reactants are: [CH2:1]([O:4][Si:5]([C:8]([CH3:11])([CH3:10])[CH3:9])([CH3:7])[CH3:6])[CH:2]=[CH2:3].Cl[C:13]1[N:18]=[C:17]([NH2:19])[N:16]=[C:15]([NH:20][C:21]2[CH:26]=[CH:25][C:24]([O:27][C:28]3[CH:33]=[CH:32][N:31]=[C:30]([C:34]([F:37])([F:36])[F:35])[CH:29]=3)=[CH:23][CH:22]=2)[CH:14]=1. (3) Given the product [CH2:1]([O:8][CH2:9][C@@H:10]([O:11][S:29]([CH3:28])(=[O:31])=[O:30])[C@@H:12]1[CH2:13][C@@H:14]([CH2:18][CH2:19][CH3:20])[C:15](=[O:17])[O:16]1)[C:2]1[CH:3]=[CH:4][CH:5]=[CH:6][CH:7]=1, predict the reactants needed to synthesize it. The reactants are: [CH2:1]([O:8][CH2:9][C@H:10]([C@H:12]1[O:16][C:15](=[O:17])[C@H:14]([CH2:18][CH2:19][CH3:20])[CH2:13]1)[OH:11])[C:2]1[CH:7]=[CH:6][CH:5]=[CH:4][CH:3]=1.C(N(CC)CC)C.[CH3:28][S:29](Cl)(=[O:31])=[O:30].O.